From a dataset of Full USPTO retrosynthesis dataset with 1.9M reactions from patents (1976-2016). Predict the reactants needed to synthesize the given product. (1) The reactants are: [C:1]1([C:7]2[N:8]=[C:9]([NH:12][C:13]3[N:18]=[CH:17][C:16]([S:19][CH2:20][CH:21]4[CH2:26][CH2:25][N:24](C(OC(C)(C)C)=O)[CH2:23][CH2:22]4)=[C:15]([O:34][C:35]4[CH:44]=[CH:43][CH:42]=[C:41]5[C:36]=4[CH:37]=[CH:38][CH:39]=[N:40]5)[CH:14]=3)[S:10][CH:11]=2)[CH:6]=[CH:5][CH:4]=[CH:3][CH:2]=1.C(O)(C(F)(F)F)=O.C(Cl)[Cl:53]. Given the product [ClH:53].[ClH:53].[C:1]1([C:7]2[N:8]=[C:9]([NH:12][C:13]3[CH:14]=[C:15]([O:34][C:35]4[CH:44]=[CH:43][CH:42]=[C:41]5[C:36]=4[CH:37]=[CH:38][CH:39]=[N:40]5)[C:16]([S:19][CH2:20][CH:21]4[CH2:26][CH2:25][NH:24][CH2:23][CH2:22]4)=[CH:17][N:18]=3)[S:10][CH:11]=2)[CH:6]=[CH:5][CH:4]=[CH:3][CH:2]=1, predict the reactants needed to synthesize it. (2) Given the product [Br:10][C:11]1[CH:12]=[C:13]([S:17]([NH:2][OH:3])(=[O:19])=[O:18])[CH:14]=[CH:15][CH:16]=1, predict the reactants needed to synthesize it. The reactants are: Cl.[NH2:2][OH:3].C(=O)([O-])[O-].[K+].[K+].[Br:10][C:11]1[CH:12]=[C:13]([S:17](Cl)(=[O:19])=[O:18])[CH:14]=[CH:15][CH:16]=1.S(Cl)(Cl)(=O)=O. (3) The reactants are: [OH:1][NH:2]C(=O)C.CC([O-])(C)C.[K+].C1COCC1.[Cl:17][C:18]1[CH:19]=[C:20]([N:29]2[CH2:34][CH2:33][O:32][C:31]3[CH:35]=[C:36]([C:40]#[N:41])[C:37](F)=[CH:38][C:30]2=3)[CH:21]=[N:22][C:23]=1[O:24][CH2:25][CH:26]([CH3:28])[CH3:27]. Given the product [Cl:17][C:18]1[CH:19]=[C:20]([N:29]2[CH2:34][CH2:33][O:32][C:31]3[CH:35]=[C:36]4[C:40]([NH2:41])=[N:2][O:1][C:37]4=[CH:38][C:30]2=3)[CH:21]=[N:22][C:23]=1[O:24][CH2:25][CH:26]([CH3:28])[CH3:27], predict the reactants needed to synthesize it. (4) Given the product [OH:5][CH:6]1[CH2:7][N:2]([C:17](=[O:19])[C@@H:16]([NH:15][C:13](=[O:14])[O:12][C:8]([CH3:9])([CH3:10])[CH3:11])[C@@H:20]([CH3:23])[CH2:21][CH3:22])[CH2:3]1, predict the reactants needed to synthesize it. The reactants are: C[N:2]1[CH2:7][CH2:6][O:5]C[CH2:3]1.[C:8]([O:12][C:13]([NH:15][C@@H:16]([C@@H:20]([CH3:23])[CH2:21][CH3:22])[C:17]([OH:19])=O)=[O:14])([CH3:11])([CH3:10])[CH3:9].CN(C(ON1N=NC2C=CC=CC1=2)=[N+](C)C)C.[B-](F)(F)(F)F.Cl.N1CC(O)C1. (5) Given the product [CH3:1][C:2]1[CH:14]=[C:13]([CH2:15][CH2:16][CH:17]([C:19]2[CH:24]=[CH:23][C:22]([S:25][CH3:26])=[CH:21][CH:20]=2)[O:18][CH3:28])[CH:12]=[C:11]([CH3:27])[C:3]=1[O:4][C:5]([CH3:9])([CH3:10])[C:6]([OH:8])=[O:7], predict the reactants needed to synthesize it. The reactants are: [CH3:1][C:2]1[CH:14]=[C:13]([CH2:15][CH2:16][CH:17]([C:19]2[CH:24]=[CH:23][C:22]([S:25][CH3:26])=[CH:21][CH:20]=2)[OH:18])[CH:12]=[C:11]([CH3:27])[C:3]=1[O:4][C:5]([CH3:10])([CH3:9])[C:6]([OH:8])=[O:7].[CH2:28](O)C.O. (6) Given the product [N:3]1[CH:4]=[CH:5][CH:6]=[CH:7][C:2]=1[CH:53]1[CH2:52][C:51]([C:49]2[NH:48][C:44]3[N:45]=[CH:46][N:47]=[C:42]([NH:41][C:37]4[CH:36]=[C:35]5[C:40](=[CH:39][CH:38]=4)[NH:32][N:33]=[CH:34]5)[C:43]=3[CH:50]=2)=[CH:56][CH2:55][N:54]1[CH2:20][C:13]([NH2:8])=[O:14], predict the reactants needed to synthesize it. The reactants are: N[C:2]1[CH:7]=[CH:6][CH:5]=[CH:4][N:3]=1.[N:8]1([C:13](N2C=CN=C2)=[O:14])C=CN=C1.[CH3:20]CN(C(C)C)C(C)C.Cl.Cl.Cl.[NH:32]1[C:40]2[C:35](=[CH:36][C:37]([NH:41][C:42]3[C:43]4[CH:50]=[C:49]([C:51]5[CH2:52][CH2:53][NH:54][CH2:55][CH:56]=5)[NH:48][C:44]=4[N:45]=[CH:46][N:47]=3)=[CH:38][CH:39]=2)[CH:34]=[N:33]1. (7) Given the product [CH3:9][O:8][CH2:6][C:5](=[O:4])[CH2:13][C:12](=[O:14])[CH:11]([CH3:15])[CH3:10], predict the reactants needed to synthesize it. The reactants are: [H-].[Na+].C[O:4][CH2:5][C:6]([O:8][CH3:9])=O.[CH3:10][CH:11]([CH3:15])[C:12](=[O:14])[CH3:13].